This data is from Merck oncology drug combination screen with 23,052 pairs across 39 cell lines. The task is: Regression. Given two drug SMILES strings and cell line genomic features, predict the synergy score measuring deviation from expected non-interaction effect. (1) Drug 1: CC(C)CC(NC(=O)C(Cc1ccccc1)NC(=O)c1cnccn1)B(O)O. Drug 2: CCc1c2c(nc3ccc(O)cc13)-c1cc3c(c(=O)n1C2)COC(=O)C3(O)CC. Cell line: SKOV3. Synergy scores: synergy=-11.0. (2) Synergy scores: synergy=-10.4. Cell line: MSTO. Drug 2: CC1(c2nc3c(C(N)=O)cccc3[nH]2)CCCN1. Drug 1: CN(Cc1cnc2nc(N)nc(N)c2n1)c1ccc(C(=O)NC(CCC(=O)O)C(=O)O)cc1. (3) Drug 1: O=S1(=O)NC2(CN1CC(F)(F)F)C1CCC2Cc2cc(C=CCN3CCC(C(F)(F)F)CC3)ccc2C1. Drug 2: CCC1(O)C(=O)OCc2c1cc1n(c2=O)Cc2cc3c(CN(C)C)c(O)ccc3nc2-1. Cell line: RPMI7951. Synergy scores: synergy=18.4. (4) Drug 1: O=S1(=O)NC2(CN1CC(F)(F)F)C1CCC2Cc2cc(C=CCN3CCC(C(F)(F)F)CC3)ccc2C1. Drug 2: CN(C)C(=N)N=C(N)N. Cell line: SW837. Synergy scores: synergy=3.69.